From a dataset of Reaction yield outcomes from USPTO patents with 853,638 reactions. Predict the reaction yield, written as a fraction of the theoretical maximum amount of product (1.0 means a 100% yield; for example, 0.34 means a 34% yield). (1) The reactants are [CH2:1]([N:5](CCCC)CCCC)[CH2:2]CC.[CH:14]1[CH:19]=[C:18]2[CH:20]([CH2:27][O:28]C(NCC(O)=O)=O)[C:21]3[C:26]([C:17]2=[CH:16][CH:15]=1)=[CH:25][CH:24]=[CH:23][CH:22]=3.ClC(OCC(C)C)=[O:38].[NH2:44][C@H:45]1[CH2:68][CH2:67][C@@:66]2([CH3:69])[C@H:47]([CH2:48][CH2:49][C@@H:50]3[C@@H:65]2[CH2:64][C:63](=[O:70])[C@@:62]2([CH3:71])[C@H:51]3[CH2:52][CH2:53][C@@H:54]2[C@H:55]([CH3:61])[CH2:56][CH2:57][C:58]([OH:60])=[O:59])[CH2:46]1. The catalyst is C1COCC1.CN(C=O)C. The product is [CH:22]1[C:21]2[CH:20]([CH2:27][O:28][NH:5][CH2:1][C:2]([NH:44][C@H:45]3[CH2:68][CH2:67][C@@:66]4([CH3:69])[C@H:47]([CH2:48][CH2:49][C@@H:50]5[C@@H:65]4[CH2:64][C:63](=[O:70])[C@@:62]4([CH3:71])[C@H:51]5[CH2:52][CH2:53][C@@H:54]4[C@H:55]([CH3:61])[CH2:56][CH2:57][C:58]([OH:60])=[O:59])[CH2:46]3)=[O:38])[C:18]3[C:17](=[CH:16][CH:15]=[CH:14][CH:19]=3)[C:26]=2[CH:25]=[CH:24][CH:23]=1. The yield is 0.660. (2) The reactants are [CH:1]([C:4]1[NH:5][C:6]2[CH:12]=[C:11]([NH2:13])[CH:10]=[CH:9][C:7]=2[N:8]=1)([CH3:3])[CH3:2].[Br:14]Br. No catalyst specified. The product is [CH:1]([C:4]1[NH:5][C:6]2[C:12]([Br:14])=[C:11]([NH2:13])[CH:10]=[CH:9][C:7]=2[N:8]=1)([CH3:3])[CH3:2]. The yield is 0.950. (3) The reactants are [OH:1][C:2]1[CH:3]=[C:4]2[C:9](=[CH:10][CH:11]=1)[NH:8][C:7](=[O:12])[CH:6]=[CH:5]2.C([O-])([O-])=O.[Cs+].[Cs+].Cl[CH2:20][C:21]1[CH:22]=[N:23][C:24]([NH:27][C:28]2[CH:33]=[CH:32][C:31]([Cl:34])=[CH:30][CH:29]=2)=[N:25][CH:26]=1. The catalyst is CN(C=O)C.O. The product is [Cl:34][C:31]1[CH:30]=[CH:29][C:28]([NH:27][C:24]2[N:23]=[CH:22][C:21]([CH2:20][O:1][C:2]3[CH:3]=[C:4]4[C:9](=[CH:10][CH:11]=3)[NH:8][C:7](=[O:12])[CH:6]=[CH:5]4)=[CH:26][N:25]=2)=[CH:33][CH:32]=1. The yield is 0.260. (4) The product is [NH4+:22].[OH-:1].[CH3:16][O:17][C:18]1[CH:29]=[C:28]2[C:21](=[CH:20][CH:19]=1)[NH:22][CH:23]=[C:24]2[CH2:25][CH2:26][NH:27][CH2:11][C:10]1[CH:13]=[CH:14][CH:15]=[C:8]([O:1][C:2]2[CH:7]=[CH:6][CH:5]=[CH:4][CH:3]=2)[CH:9]=1. The yield is 0.0200. The reactants are [O:1]([C:8]1[CH:9]=[C:10]([CH:13]=[CH:14][CH:15]=1)[CH:11]=O)[C:2]1[CH:7]=[CH:6][CH:5]=[CH:4][CH:3]=1.[CH3:16][O:17][C:18]1[CH:29]=[C:28]2[C:21]([NH:22][CH:23]=[C:24]2[CH2:25][CH2:26][NH2:27])=[CH:20][CH:19]=1.[BH4-].[Na+].CCOC(C)=O. The catalyst is CO. (5) The reactants are [Cl:1][C:2]1[CH:15]=[CH:14][C:5]([CH2:6][N:7]2[CH2:12][CH2:11][CH:10]([NH2:13])[CH2:9][CH2:8]2)=[CH:4][C:3]=1[O:16][CH2:17][CH3:18].[CH:19]([C:22]1[CH:30]=[CH:29][C:25]([C:26](O)=[O:27])=[CH:24][CH:23]=1)([CH3:21])[CH3:20]. No catalyst specified. The product is [Cl:1][C:2]1[CH:15]=[CH:14][C:5]([CH2:6][N:7]2[CH2:12][CH2:11][CH:10]([NH:13][C:26](=[O:27])[C:25]3[CH:29]=[CH:30][C:22]([CH:19]([CH3:20])[CH3:21])=[CH:23][CH:24]=3)[CH2:9][CH2:8]2)=[CH:4][C:3]=1[O:16][CH2:17][CH3:18]. The yield is 0.170.